From a dataset of Peptide-MHC class II binding affinity with 134,281 pairs from IEDB. Regression. Given a peptide amino acid sequence and an MHC pseudo amino acid sequence, predict their binding affinity value. This is MHC class II binding data. (1) The peptide sequence is AAVPGKNVVNVQTKP. The MHC is DRB1_0404 with pseudo-sequence DRB1_0404. The binding affinity (normalized) is 0.341. (2) The peptide sequence is WASHIHLVIHRIRTL. The MHC is DRB1_0701 with pseudo-sequence DRB1_0701. The binding affinity (normalized) is 0.763.